Dataset: Reaction yield outcomes from USPTO patents with 853,638 reactions. Task: Predict the reaction yield, written as a fraction of the theoretical maximum amount of product (1.0 means a 100% yield; for example, 0.34 means a 34% yield). The reactants are C(O)(C(F)(F)F)=O.CC(C)(S([NH:13][C:14]1([C:18]2[CH:23]=[CH:22][C:21]([NH:24][C:25]3[N:30]=[C:29]([CH2:31][CH2:32][C:33]4[CH:38]=[CH:37][CH:36]=[CH:35][C:34]=4[CH2:39][C:40]([NH2:42])=[O:41])[C:28]([CH3:43])=[CH:27][N:26]=3)=[CH:20][CH:19]=2)[CH2:17][O:16][CH2:15]1)=O)C. The catalyst is C(Cl)Cl. The product is [NH2:13][C:14]1([C:18]2[CH:23]=[CH:22][C:21]([NH:24][C:25]3[N:30]=[C:29]([CH2:31][CH2:32][C:33]4[CH:38]=[CH:37][CH:36]=[CH:35][C:34]=4[CH2:39][C:40]([NH2:42])=[O:41])[C:28]([CH3:43])=[CH:27][N:26]=3)=[CH:20][CH:19]=2)[CH2:15][O:16][CH2:17]1. The yield is 0.210.